Dataset: Human Reference Interactome with 51,813 positive PPI pairs across 8,248 proteins, plus equal number of experimentally-validated negative pairs. Task: Binary Classification. Given two protein amino acid sequences, predict whether they physically interact or not. (1) Protein 1 (ENSG00000205659) has sequence MASPTDGTDLEASLLSFEKLDRASPDLWPEQFLFFFLVPGVAEFAASFKSPITSSPPKWMAEIERDDIDMLKAREMTRGKFLNILEKPKK*MASPTDGTDLEASLLSFEKLDRASPDLWPEQLPGVAEFAASFKSPITSSPPKWMAEIERDDIDMLKELGSLTTANLMEKVRGLQNLAYQLGLDESREMTRGKFLNILEKPKK*MGWKMASPTDGTDLEASLLSFEKLDRASPDLWPEQLPGVAEFAASFKSPITSSPPKWMAEIERDDIDMLKELGSLTTANLMEKVRGLQNLAYQLGL.... Protein 2 (ENSG00000254901) has sequence MEEPEMQLKGKKVTDKFTESVYVLANEPSVALYRLQEHVRRSLPELAQHKADMQRWEEQSQGAIYTVEYACSAVKNLVDSSVYFRSVEGLLKQAISIRDHMNASAQGHSPEEPPPPSSA*MEEPEMQLKGKKVTDKFTESVYVLANEPSVALYRLQEHVRRSLPELAQHKADMQRWEEQSQGAIYTVEYACSAVKNLVDSSVYFRSVEGLLKQAISIRDHMNASAQGHR*MPVPRATARRNHPRPPQPDPGRDSGPPSLRQPRDGVSPCWLGWSQTPELVILPPQPPKVLGL*ADMQRWE.... Result: 0 (the proteins do not interact). (2) Protein 1 (ENSG00000100385) has sequence MAAPALSWRLPLLILLLPLATSWASAAVNGTSQFTCFYNSRANISCVWSQDGALQDTSCQVHAWPDRRRWNQTCELLPVSQASWACNLILGAPDSQKLTTVDIVTLRVLCREGVRWRVMAIQDFKPFENLRLMAPISLQVVHVETHRCNISWEISQASHYFERHLEFEARTLSPGHTWEEAPLLTLKQKQEWICLETLTPDTQYEFQVRVKPLQGEFTTWSPWSQPLAFRTKPAALGKDTIPWLGHLLVGLSGAFGFIILVYLLINCRNTGPWLKKVLKCNTPDPSKFFSQLSSEHGGDV.... Protein 2 (ENSG00000101441) has sequence MARPLCTLLLLMATLAGALASSSKEENRIIPGGIYDADLNDEWVQRALHFAISEYNKATEDEYYRRPLQVLRAREQTFGGVNYFFDVEVGRTICTKSQPNLDTCAFHEQPELQKKQLCSFEIYEVPWEDRMSLVNSRCQEA*. Result: 0 (the proteins do not interact). (3) Protein 1 (ENSG00000104154) has sequence MAGSGAWKRLKSMLRKDDAPLFLNDTSAFDFSDEAGDEGLSRFNKLRVVVADDGSEAPERPVNGAHPTLQADDDSLLDQDLPLTNSQLSLKVDSCDNCSKQREILKQRKVKARLTIAAVLYLLFMIGELVGGYIANSLAIMTDALHMLTDLSAIILTLLALWLSSKSPTKRFTFGFHRLEVLSAMISVLLVYILMGFLLYEAVQRTIHMNYEINGDIMLITAAVGVAVNVIMGFLLNQSGHRHSHSHSLPSNSPTRGSGCERNHGQDSLAVRAAFVHALGDLVQSVGVLIAAYIIRFKPE.... Protein 2 (ENSG00000102010) has sequence MDTKSILEELLLKRSQQKKKMSPNNYKERLFVLTKTNLSYYEYDKMKRGSRKGSIEIKKIRCVEKVNLEEQTPVERQYPFQIVYKDGLLYVYASNEESRSQWLKALQKEIRGNPHLLVKYHSGFFVDGKFLCCQQSCKAAPGCTLWEAYANLHTAVNEEKHRVPTFPDRVLKIPRAVPVLKMDAPSSSTTLAQYDNESKKNYGSQPPSSSTSLAQYDSNSKKIYGSQPNFNMQYIPREDFPDWWQVRKLKSSSSSEDVASSNQKERNVNHTTSKISWEFPESSSSEEEENLDDYDWFAGN.... Result: 0 (the proteins do not interact). (4) Protein 1 (ENSG00000177479) has sequence MSVDMNSQGSDSNEEDYDPNCEEEEEEEEDDPGDIEDYYVGVASDVEQQGADAFDPEEYQFTCLTYKESEGALNEHMTSLASVLKVSHSVAKLILVNFHWQVSEILDRYKSNSAQLLVEARVQPNPSKHVPTSHPPHHCAVCMQFVRKENLLSLACQHQFCRSCWEQHCSVLVKDGVGVGVSCMAQDCPLRTPEDFVFPLLPNEELREKYRRYLFRDYVESHYQLQLCPGADCPMVIRVQEPRARRVQCNRCNEVFCFKCRQMYHAPTDCATIRKWLTKCADDSETANYISAHTKDCPKC.... Protein 2 (ENSG00000162194) has sequence MEGIYTHTHPSPSPQLWNKHSKSSILVGEMGRSKEDGLWTRNSPGSSQHPESPRLPNPLWDRGKIGKVEGHQHIQDFSQKSHLPSIVVESSEVNEESGDLHLPHEELLLLTDGEEEDAEAFMALVPGRSKEDGLWTRNSPGSSQHPESPRLPNPLWDRGKIGKVEGHQHIQDFSQKSHLPSIVVESSEVNEESGDLHLPHEELLLLTDGEEEDAEAFFQDQSEEPGWAWSPQDPRSPLRTFNAGLSWGQDQDEEDACWILEDTACLEATNHCPFWDSTGSRVCRSGFVEYSHLLPPNSFE.... Result: 0 (the proteins do not interact).